From a dataset of Catalyst prediction with 721,799 reactions and 888 catalyst types from USPTO. Predict which catalyst facilitates the given reaction. Reactant: [Br:1][C:2]1[CH:9]=[CH:8][C:5]([CH:6]=[O:7])=[C:4]([CH3:10])[CH:3]=1.[BH4-].[Na+]. Product: [Br:1][C:2]1[CH:9]=[CH:8][C:5]([CH2:6][OH:7])=[C:4]([CH3:10])[CH:3]=1. The catalyst class is: 8.